This data is from Forward reaction prediction with 1.9M reactions from USPTO patents (1976-2016). The task is: Predict the product of the given reaction. (1) Given the reactants C([O:8][C:9]1[CH:10]=[CH:11][C:12]([C:15]2[C:19]3=[N:20][CH:21]=[CH:22][CH:23]=[C:18]3[N:17]([CH:24]([CH3:26])[CH3:25])[N:16]=2)=[N:13][CH:14]=1)C1C=CC=CC=1, predict the reaction product. The product is: [CH3:26][CH:24]([N:17]1[C:18]2[C:19](=[N:20][CH:21]=[CH:22][CH:23]=2)[C:15]([C:12]2[N:13]=[CH:14][C:9]([OH:8])=[CH:10][CH:11]=2)=[N:16]1)[CH3:25]. (2) Given the reactants [N:1]12[CH2:8][CH2:7][CH:4]([CH2:5][CH2:6]1)[C@@H:3]([O:9][C:10]1[N:15]=[N:14][C:13]([C:16]3[CH:21]=[CH:20][C:19]([NH2:22])=[CH:18][CH:17]=3)=[CH:12][CH:11]=1)[CH2:2]2.CC(O)=O.[Br:27]N1C(=O)CCC1=O, predict the reaction product. The product is: [N:1]12[CH2:8][CH2:7][CH:4]([CH2:5][CH2:6]1)[C@@H:3]([O:9][C:10]1[N:15]=[N:14][C:13]([C:16]3[CH:21]=[CH:20][C:19]([NH2:22])=[C:18]([Br:27])[CH:17]=3)=[CH:12][CH:11]=1)[CH2:2]2.